The task is: Predict the reaction yield, written as a fraction of the theoretical maximum amount of product (1.0 means a 100% yield; for example, 0.34 means a 34% yield).. This data is from Reaction yield outcomes from USPTO patents with 853,638 reactions. (1) The reactants are Br[C:2]1[CH:3]=[CH:4][C:5]([O:8][C:9]2[CH:14]=[CH:13][CH:12]=[CH:11][CH:10]=2)=[N:6][CH:7]=1.C([Li])CCC.CN(C)[CH:22]=[O:23]. The catalyst is O1CCCC1. The product is [O:8]([C:5]1[N:6]=[CH:7][C:2]([CH:22]=[O:23])=[CH:3][CH:4]=1)[C:9]1[CH:14]=[CH:13][CH:12]=[CH:11][CH:10]=1. The yield is 0.370. (2) The reactants are [O:1]=[C:2]1[C@H:13]([CH2:14][C:15]([O:17][C:18]([CH3:21])([CH3:20])[CH3:19])=[O:16])[CH2:12][CH:11]=[CH:10][CH2:9][CH2:8][C:7](=[O:22])[O:6][C@H:5]([C:23]2[CH:28]=[CH:27][CH:26]=[CH:25][CH:24]=2)[CH2:4][NH:3]1.I[CH3:30].[H-].[Na+]. The catalyst is CN(C=O)C. The product is [CH3:30][N:3]1[C:2](=[O:1])[C@H:13]([CH2:14][C:15]([O:17][C:18]([CH3:21])([CH3:19])[CH3:20])=[O:16])[CH2:12][CH:11]=[CH:10][CH2:9][CH2:8][C:7](=[O:22])[O:6][C@H:5]([C:23]2[CH:24]=[CH:25][CH:26]=[CH:27][CH:28]=2)[CH2:4]1. The yield is 1.00. (3) The yield is 0.720. The reactants are [NH2:1][C:2]1[S:3][CH:4]=[CH:5][N:6]=1.[CH3:7][C:8]([O:11][C:12](O[C:12]([O:11][C:8]([CH3:10])([CH3:9])[CH3:7])=[O:13])=[O:13])([CH3:10])[CH3:9].CCN(CC)CC. The catalyst is C1COCC1.CN(C1C=CN=CC=1)C.C(Cl)Cl. The product is [S:3]1[CH:4]=[CH:5][N:6]=[C:2]1[NH:1][C:12](=[O:13])[O:11][C:8]([CH3:10])([CH3:9])[CH3:7]. (4) The reactants are [O:1]=[C:2]1[C:7]2[C:8]([C:13]3[CH:18]=[CH:17][CH:16]=[CH:15][CH:14]=3)=[C:9]([CH:11]=O)[NH:10][C:6]=2[CH2:5][CH2:4][NH:3]1.[Cl:19][C:20]1[CH:21]=[C:22]2[C:26](=[CH:27][CH:28]=1)[NH:25][C:24](=[O:29])[CH2:23]2. No catalyst specified. The product is [Cl:19][C:20]1[CH:21]=[C:22]2[C:26](=[CH:27][CH:28]=1)[NH:25][C:24](=[O:29])[C:23]2=[CH:11][C:9]1[NH:10][C:6]2[CH2:5][CH2:4][NH:3][C:2](=[O:1])[C:7]=2[C:8]=1[C:13]1[CH:18]=[CH:17][CH:16]=[CH:15][CH:14]=1. The yield is 0.319.